The task is: Predict which catalyst facilitates the given reaction.. This data is from Catalyst prediction with 721,799 reactions and 888 catalyst types from USPTO. (1) Reactant: [F:1][C:2]1[CH:7]=[CH:6][C:5]([N:8]2[C:16]3[CH:15]=[CH:14][CH:13]=[C:12]([C:17]([OH:19])=O)[C:11]=3[CH:10]=[N:9]2)=[CH:4][CH:3]=1.F[P-](F)(F)(F)(F)F.N1(OC(N(C)C)=[N+](C)C)C2N=CC=CC=2N=N1.[C:44]1([CH:54]([NH2:56])[CH3:55])[C:53]2[C:48](=[CH:49][CH:50]=[CH:51][CH:52]=2)[CH:47]=[CH:46][CH:45]=1.CN1CCOCC1. Product: [C:44]1([CH:54]([NH:56][C:17]([C:12]2[C:11]3[CH:10]=[N:9][N:8]([C:5]4[CH:4]=[CH:3][C:2]([F:1])=[CH:7][CH:6]=4)[C:16]=3[CH:15]=[CH:14][CH:13]=2)=[O:19])[CH3:55])[C:53]2[C:48](=[CH:49][CH:50]=[CH:51][CH:52]=2)[CH:47]=[CH:46][CH:45]=1. The catalyst class is: 44. (2) Reactant: C(OC(=O)[NH:7][C@@H:8]([CH2:18][NH:19][C:20]([C:22]1[S:23][C:24]([Cl:27])=[CH:25][CH:26]=1)=[O:21])[C:9]([N:11]1[CH2:16][CH2:15][O:14][CH2:13][C@@H:12]1[CH3:17])=[O:10])(C)(C)C.B(Br)(Br)Br.C([O-])(O)=O.[Na+].O. Product: [NH2:7][C@H:8]([C:9]([N:11]1[CH2:16][CH2:15][O:14][CH2:13][C@@H:12]1[CH3:17])=[O:10])[CH2:18][NH:19][C:20]([C:22]1[S:23][C:24]([Cl:27])=[CH:25][CH:26]=1)=[O:21]. The catalyst class is: 2. (3) Reactant: C1C2C(COC([NH:18][C@H:19]([C:28]([N:30]([CH2:40][C:41]3[C:42]4[CH:49]=[CH:48][CH:47]=[CH:46][C:43]=4[S:44][CH:45]=3)[C@@H:31]([CH3:39])[CH:32]([O:36][CH2:37][CH3:38])[O:33][CH2:34][CH3:35])=[O:29])[CH2:20][C:21]([O:23][C:24]([CH3:27])([CH3:26])[CH3:25])=[O:22])=O)C3C(=CC=CC=3)C=2C=CC=1.N1CCCCC1.CC(=O)OCC.CO. Product: [NH2:18][C@H:19]([C:28]([N:30]([CH2:40][C:41]1[C:42]2[CH:49]=[CH:48][CH:47]=[CH:46][C:43]=2[S:44][CH:45]=1)[C@@H:31]([CH3:39])[CH:32]([O:36][CH2:37][CH3:38])[O:33][CH2:34][CH3:35])=[O:29])[CH2:20][C:21]([O:23][C:24]([CH3:27])([CH3:26])[CH3:25])=[O:22]. The catalyst class is: 2. (4) Product: [OH:3][P:1]([O-:5])([OH:4])=[O:2].[OH:9][P:8]([O-:11])([O-:10])=[O:7].[Na+:6].[Na+:6].[Na+:6].[Cl-:34].[Cl-:34].[K+:36].[K+:36].[P:22]([O-:25])([O-:24])([O-:23])=[O:21].[Na+:6].[Na+:6].[Na+:6].[Na+:6].[Cl-:34]. The catalyst class is: 374. Reactant: [P:1]([OH:5])([OH:4])([O-:3])=[O:2].[Na+:6].[OH:7][P:8]([O-:11])([O-:10])=[O:9].[Na+].[Na+].S([O-])([O-])(=O)=O.[NH4+].[NH4+].[OH:21][P:22]([O-:25])([OH:24])=[O:23].[OH:21][P:22]([O-:25])([O-:24])=[O:23].[Na+].[Na+].[Na+].[Cl-:34].[Cl-:34].[K+:36].[K+:36]. (5) Reactant: [Cl:1][C:2]1[S:6][C:5]([C:7]2[O:11][C:10]([C:12]3[CH:17]=[CH:16][C:15]([F:18])=[CH:14][CH:13]=3)=[N:9][C:8]=2[C:19](OC)=[O:20])=[CH:4][CH:3]=1.[BH4-].[Li+].O.Cl. Product: [Cl:1][C:2]1[S:6][C:5]([C:7]2[O:11][C:10]([C:12]3[CH:17]=[CH:16][C:15]([F:18])=[CH:14][CH:13]=3)=[N:9][C:8]=2[CH2:19][OH:20])=[CH:4][CH:3]=1. The catalyst class is: 7. (6) Reactant: [H-].[Na+].[OH:3][CH2:4][CH:5]1[CH2:8][CH:7]([N:9]2[CH2:14][CH2:13][CH:12]([N:15]3[C:20](=[O:21])[CH2:19][O:18][C@H:17]4[CH2:22][CH2:23][CH2:24][CH2:25][C@H:16]34)[CH2:11][CH2:10]2)[CH2:6]1.Br[CH2:27][CH:28]1[CH2:30][CH2:29]1. Product: [CH:28]1([CH2:27][O:3][CH2:4][CH:5]2[CH2:8][CH:7]([N:9]3[CH2:10][CH2:11][CH:12]([N:15]4[C:20](=[O:21])[CH2:19][O:18][C@H:17]5[CH2:22][CH2:23][CH2:24][CH2:25][C@H:16]45)[CH2:13][CH2:14]3)[CH2:6]2)[CH2:30][CH2:29]1. The catalyst class is: 3.